Dataset: Forward reaction prediction with 1.9M reactions from USPTO patents (1976-2016). Task: Predict the product of the given reaction. (1) The product is: [C:1]([C:5]1[CH:9]=[C:8]([NH:10][C:11]([N:34]2[CH2:35][CH2:36][N:31]([C:29]3[S:28][N:27]=[C:26]([C:20]4[CH:25]=[CH:24][CH:23]=[CH:22][CH:21]=4)[N:30]=3)[CH2:32][CH2:33]2)=[O:18])[N:7]([CH3:19])[N:6]=1)([CH3:2])([CH3:3])[CH3:4]. Given the reactants [C:1]([C:5]1[CH:9]=[C:8]([NH:10][C:11](=[O:18])OCC(Cl)(Cl)Cl)[N:7]([CH3:19])[N:6]=1)([CH3:4])([CH3:3])[CH3:2].[C:20]1([C:26]2[N:30]=[C:29]([N:31]3[CH2:36][CH2:35][NH:34][CH2:33][CH2:32]3)[S:28][N:27]=2)[CH:25]=[CH:24][CH:23]=[CH:22][CH:21]=1.C(N(C(C)C)CC)(C)C.O, predict the reaction product. (2) Given the reactants [CH:1]([N:4]1[CH2:9][CH2:8][CH:7]([O:10][C:11]2[CH:16]=[CH:15][C:14]([C:17]3([C:23](O)=[O:24])[CH2:22][CH2:21][O:20][CH2:19][CH2:18]3)=[CH:13][CH:12]=2)[CH2:6][CH2:5]1)([CH3:3])[CH3:2].F[P-](F)(F)(F)(F)F.N1(O[C:43](N(C)C)=[N+:44](C)[CH3:45])C2C=CC=CC=2N=N1.Cl.CNC.N1C=CC=CC=1.CNC, predict the reaction product. The product is: [CH:1]([N:4]1[CH2:9][CH2:8][CH:7]([O:10][C:11]2[CH:16]=[CH:15][C:14]([C:17]3([C:23]([N:44]([CH3:45])[CH3:43])=[O:24])[CH2:18][CH2:19][O:20][CH2:21][CH2:22]3)=[CH:13][CH:12]=2)[CH2:6][CH2:5]1)([CH3:3])[CH3:2]. (3) Given the reactants [Cl:1][C:2]1[CH:3]=[C:4]2[C:9](=[CH:10][C:11]=1[O:12][C:13]1[CH:18]=[CH:17][C:16]([C:19](=[O:30])[NH:20][CH2:21][CH2:22][C:23]3[CH:28]=CC=[C:25](Cl)[CH:24]=3)=[CH:15][CH:14]=1)[O:8][CH2:7][CH2:6][CH:5]2[C:31]([O:33]CC)=[O:32].[OH-].[Na+:37].[CH2:38]1[CH2:42][O:41][CH2:40][CH2:39]1.Cl, predict the reaction product. The product is: [Cl:1][C:2]1[CH:3]=[C:4]2[C:9](=[CH:10][C:11]=1[O:12][C:13]1[CH:18]=[CH:17][C:16]([C:19](=[O:30])[NH:20][CH2:21][CH2:22][C:23]3[CH:24]=[CH:25][CH:38]=[C:42]([O:41][C:40]4[CH:39]=[CH:10][CH:11]=[CH:2][CH:3]=4)[CH:28]=3)=[CH:15][CH:14]=1)[O:8][CH2:7][CH2:6][CH:5]2[C:31]([O-:33])=[O:32].[Na+:37].